Dataset: Full USPTO retrosynthesis dataset with 1.9M reactions from patents (1976-2016). Task: Predict the reactants needed to synthesize the given product. (1) Given the product [C:30]([O:29][C:27](=[O:28])[NH:1][CH2:2][C:3]1([N:7]([CH2:8][C:9]2[CH:14]=[CH:13][CH:12]=[CH:11][CH:10]=2)[CH2:15][C:16]2[CH:21]=[CH:20][CH:19]=[CH:18][CH:17]=2)[CH2:6][O:5][CH2:4]1)([CH3:33])([CH3:32])[CH3:31], predict the reactants needed to synthesize it. The reactants are: [NH2:1][CH2:2][C:3]1([N:7]([CH2:15][C:16]2[CH:21]=[CH:20][CH:19]=[CH:18][CH:17]=2)[CH2:8][C:9]2[CH:14]=[CH:13][CH:12]=[CH:11][CH:10]=2)[CH2:6][O:5][CH2:4]1.C(=O)(O)[O-].[Na+].[C:27](O[C:27]([O:29][C:30]([CH3:33])([CH3:32])[CH3:31])=[O:28])([O:29][C:30]([CH3:33])([CH3:32])[CH3:31])=[O:28]. (2) Given the product [S:9]1[CH:8]=[CH:7][C:6]2[CH:10]=[C:2]([NH:1][CH:16]3[CH2:15][CH2:14][C:13]([C:20]4[CH:21]=[CH:22][CH:23]=[CH:24][CH:25]=4)([N:12]([CH3:26])[CH3:11])[CH2:18][CH2:17]3)[CH:3]=[CH:4][C:5]1=2.[ClH:45].[S:9]1[CH:8]=[CH:7][C:6]2[CH:10]=[C:2]([NH:1][CH:16]3[CH2:15][CH2:14][C:13]([C:20]4[CH:21]=[CH:22][CH:23]=[CH:24][CH:25]=4)([N:12]([CH3:26])[CH3:11])[CH2:18][CH2:17]3)[CH:3]=[CH:4][C:5]1=2, predict the reactants needed to synthesize it. The reactants are: [NH2:1][C:2]1[CH:3]=[CH:4][C:5]2[S:9][CH:8]=[CH:7][C:6]=2[CH:10]=1.[CH3:11][N:12]([CH3:26])[C:13]1([C:20]2[CH:25]=[CH:24][CH:23]=[CH:22][CH:21]=2)[CH2:18][CH2:17][C:16](=O)[CH2:15][CH2:14]1.C(O)(=O)C.C(O[BH-](OC(=O)C)OC(=O)C)(=O)C.[Na+].[Cl:45]CCCl.